Dataset: Reaction yield outcomes from USPTO patents with 853,638 reactions. Task: Predict the reaction yield, written as a fraction of the theoretical maximum amount of product (1.0 means a 100% yield; for example, 0.34 means a 34% yield). (1) The reactants are [Cl:1][C:2]1[CH:3]=[C:4]2[C:8](=[CH:9][CH:10]=1)[N:7]([C:11]1[N:15]([CH3:16])[N:14]=[C:13]([CH3:17])[C:12]=1[CH:18]=O)[CH:6]=[CH:5]2.C(O)(=O)[CH2:21][C:22]([OH:24])=[O:23].N1CCCCC1. The catalyst is N1C=CC=CC=1. The product is [Cl:1][C:2]1[CH:3]=[C:4]2[C:8](=[CH:9][CH:10]=1)[N:7]([C:11]1[N:15]([CH3:16])[N:14]=[C:13]([CH3:17])[C:12]=1/[CH:18]=[CH:21]/[C:22]([OH:24])=[O:23])[CH:6]=[CH:5]2. The yield is 0.790. (2) The product is [Si:10]([O:23][C:24]1[CH:25]=[C:26]([C:32]2[CH:37]=[CH:36][CH:35]=[C:34]([C:38]3([CH:50]([C:47]4[CH:48]=[CH:49][N:44]=[CH:45][CH:46]=4)[OH:51])[S:39][CH2:40][CH2:41][CH2:42][S:43]3)[CH:33]=2)[CH:27]=[C:28]([O:30][CH3:31])[CH:29]=1)([C:6]([CH3:9])([CH3:7])[CH3:8])([C:11]1[CH:12]=[CH:13][CH:14]=[CH:15][CH:16]=1)[C:17]1[CH:18]=[CH:19][CH:20]=[CH:21][CH:22]=1. The yield is 0.340. The catalyst is O1CCCC1. The reactants are C([Li])CCC.[C:6]([Si:10]([O:23][C:24]1[CH:25]=[C:26]([C:32]2[CH:37]=[CH:36][CH:35]=[C:34]([CH:38]3[S:43][CH2:42][CH2:41][CH2:40][S:39]3)[CH:33]=2)[CH:27]=[C:28]([O:30][CH3:31])[CH:29]=1)([C:17]1[CH:22]=[CH:21][CH:20]=[CH:19][CH:18]=1)[C:11]1[CH:16]=[CH:15][CH:14]=[CH:13][CH:12]=1)([CH3:9])([CH3:8])[CH3:7].[N:44]1[CH:49]=[CH:48][C:47]([CH:50]=[O:51])=[CH:46][CH:45]=1. (3) The reactants are [CH2:1]([OH:6])[CH2:2][CH2:3][CH2:4][OH:5].[H-].[Na+].[C:9](Cl)(=[O:11])[CH3:10]. The catalyst is C1COCC1.C(OCC)C.C([O-])([O-])=O.[K+].[K+]. The product is [OH:5][CH2:4][CH2:3][CH2:2][CH2:1][O:6][C:9](=[O:11])[CH3:10]. The yield is 0.510.